Predict the product of the given reaction. From a dataset of Forward reaction prediction with 1.9M reactions from USPTO patents (1976-2016). (1) Given the reactants [CH2:1]([Sn:5]([CH2:14][CH2:15][CH2:16][CH3:17])([CH2:10][CH2:11][CH2:12][CH3:13])/[CH:6]=[CH:7]/[CH2:8][OH:9])[CH2:2][CH2:3][CH3:4].C[Si](C)(C)[O-].[K+].[C:24]1([CH3:34])[CH:29]=[CH:28][C:27]([S:30](Cl)(=[O:32])=[O:31])=[CH:26][CH:25]=1, predict the reaction product. The product is: [CH3:34][C:24]1[CH:29]=[CH:28][C:27]([S:30]([O:9][CH2:8]/[CH:7]=[CH:6]/[Sn:5]([CH2:1][CH2:2][CH2:3][CH3:4])([CH2:10][CH2:11][CH2:12][CH3:13])[CH2:14][CH2:15][CH2:16][CH3:17])(=[O:32])=[O:31])=[CH:26][CH:25]=1. (2) Given the reactants [CH2:1]([O:8][C:9]1[CH:18]=[C:17]2[C:12]([C:13]([NH:20][CH2:21][CH:22]3[CH2:27][CH2:26][O:25][CH2:24][CH2:23]3)=[C:14]([NH2:19])[CH:15]=[N:16]2)=[CH:11][CH:10]=1)[C:2]1[CH:7]=[CH:6][CH:5]=[CH:4][CH:3]=1.[CH2:28]([O:35][C:36]1[CH:37]=[C:38]2[C:43](=[CH:44][CH:45]=1)[N:42]=[CH:41][C:40]([NH2:46])=[C:39]2[NH:47][CH2:48][CH:49]1[CH2:54][CH2:53][O:52][CH2:51][CH2:50]1)[C:29]1[CH:34]=[CH:33][CH:32]=[CH:31][CH:30]=1.[C:55](OCC)(OCC)(OCC)[CH2:56][CH3:57], predict the reaction product. The product is: [CH2:1]([O:8][C:9]1[CH:10]=[CH:11][C:12]2[C:13]3[N:20]([CH2:21][CH:22]4[CH2:27][CH2:26][O:25][CH2:24][CH2:23]4)[C:28]([CH2:29][CH3:30])=[N:19][C:14]=3[CH:15]=[N:16][C:17]=2[CH:18]=1)[C:2]1[CH:3]=[CH:4][CH:5]=[CH:6][CH:7]=1.[CH2:28]([O:35][C:36]1[CH:45]=[CH:44][C:43]2[N:42]=[CH:41][C:40]3[N:46]=[C:55]([CH2:56][CH3:57])[N:47]([CH2:48][CH:49]4[CH2:54][CH2:53][O:52][CH2:51][CH2:50]4)[C:39]=3[C:38]=2[CH:37]=1)[C:29]1[CH:30]=[CH:31][CH:32]=[CH:33][CH:34]=1. (3) Given the reactants FC1C=C(C=CC=1C1C(C2C=CN=CC=2)=CN(C)N=1)OCC1C=CC2C(=CC=CC=2)N=1.[F:32][C:33]1[CH:34]=[C:35]([OH:55])[CH:36]=[CH:37][C:38]=1[C:39]1[C:43]([C:44]2[CH:49]=[CH:48][N:47]=[CH:46][CH:45]=2)=[CH:42][N:41]([CH2:50][C:51]([F:54])([F:53])[F:52])[N:40]=1.Cl[CH2:57][C:58]1[CH:67]=[N:66][C:65]2[C:60](=[CH:61][CH:62]=[CH:63][CH:64]=2)[N:59]=1, predict the reaction product. The product is: [F:32][C:33]1[CH:34]=[C:35]([CH:36]=[CH:37][C:38]=1[C:39]1[C:43]([C:44]2[CH:49]=[CH:48][N:47]=[CH:46][CH:45]=2)=[CH:42][N:41]([CH2:50][C:51]([F:52])([F:53])[F:54])[N:40]=1)[O:55][CH2:57][C:58]1[CH:67]=[N:66][C:65]2[C:60](=[CH:61][CH:62]=[CH:63][CH:64]=2)[N:59]=1. (4) Given the reactants [NH2:1][C:2]1[CH:7]=[CH:6][C:5]([Cl:8])=[CH:4][N:3]=1.C([Mg]Cl)C=C.C(OCC)C.[C:19]([C:23]1[CH:28]=[CH:27][C:26]([C:29]2[O:30][C:31](=[O:39])[C:32]3[CH:38]=[N:37][CH:36]=[CH:35][C:33]=3[N:34]=2)=[C:25]([O:40][CH:41]2[CH2:46][CH2:45][N:44]([C:47]([O:49][C:50]([CH3:53])([CH3:52])[CH3:51])=[O:48])[CH2:43][CH2:42]2)[CH:24]=1)([CH3:22])([CH3:21])[CH3:20], predict the reaction product. The product is: [C:19]([C:23]1[CH:28]=[CH:27][C:26]([C:29]([NH:34][C:33]2[CH:35]=[CH:36][N:37]=[CH:38][C:32]=2[C:31]([NH:1][C:2]2[CH:7]=[CH:6][C:5]([Cl:8])=[CH:4][N:3]=2)=[O:39])=[O:30])=[C:25]([O:40][CH:41]2[CH2:42][CH2:43][N:44]([C:47]([O:49][C:50]([CH3:53])([CH3:52])[CH3:51])=[O:48])[CH2:45][CH2:46]2)[CH:24]=1)([CH3:22])([CH3:20])[CH3:21]. (5) The product is: [Cl:22][C:19]1[CH:20]=[CH:21][C:16]([C:13]2[N:12]([C:23]3[CH:28]=[CH:27][C:26]([Cl:29])=[CH:25][C:24]=3[Cl:30])[N:11]=[C:10]([C:8]3[O:5][C:1]([CH2:2][CH2:3][CH3:4])=[N:6][N:7]=3)[C:14]=2[CH3:15])=[CH:17][CH:18]=1. Given the reactants [C:1]([NH:6][NH:7][C:8]([C:10]1[C:14]([CH3:15])=[C:13]([C:16]2[CH:21]=[CH:20][C:19]([Cl:22])=[CH:18][CH:17]=2)[N:12]([C:23]2[CH:28]=[CH:27][C:26]([Cl:29])=[CH:25][C:24]=2[Cl:30])[N:11]=1)=O)(=[O:5])[CH2:2][CH2:3][CH3:4].CC[N+](S(N=C(OC)[O-])(=O)=O)(CC)CC, predict the reaction product.